From a dataset of NCI-60 drug combinations with 297,098 pairs across 59 cell lines. Regression. Given two drug SMILES strings and cell line genomic features, predict the synergy score measuring deviation from expected non-interaction effect. (1) Drug 1: C1CC(=O)NC(=O)C1N2CC3=C(C2=O)C=CC=C3N. Drug 2: CN(CCCl)CCCl.Cl. Cell line: K-562. Synergy scores: CSS=15.9, Synergy_ZIP=-3.78, Synergy_Bliss=2.08, Synergy_Loewe=-12.0, Synergy_HSA=1.09. (2) Drug 1: CCCCCOC(=O)NC1=NC(=O)N(C=C1F)C2C(C(C(O2)C)O)O. Drug 2: C1CN(P(=O)(OC1)NCCCl)CCCl. Cell line: NCI-H226. Synergy scores: CSS=-7.48, Synergy_ZIP=2.00, Synergy_Bliss=-1.38, Synergy_Loewe=-6.04, Synergy_HSA=-5.92. (3) Drug 1: C1=CC(=C2C(=C1NCCNCCO)C(=O)C3=C(C=CC(=C3C2=O)O)O)NCCNCCO. Drug 2: CC1C(C(CC(O1)OC2CC(CC3=C2C(=C4C(=C3O)C(=O)C5=C(C4=O)C(=CC=C5)OC)O)(C(=O)C)O)N)O.Cl. Cell line: NCIH23. Synergy scores: CSS=55.5, Synergy_ZIP=-2.14, Synergy_Bliss=-2.20, Synergy_Loewe=-1.84, Synergy_HSA=1.49. (4) Drug 1: CC12CCC(CC1=CCC3C2CCC4(C3CC=C4C5=CN=CC=C5)C)O. Drug 2: C1CCC(C(C1)N)N.C(=O)(C(=O)[O-])[O-].[Pt+4]. Cell line: SF-268. Synergy scores: CSS=9.60, Synergy_ZIP=-1.85, Synergy_Bliss=1.12, Synergy_Loewe=-3.18, Synergy_HSA=0.0256.